Dataset: Catalyst prediction with 721,799 reactions and 888 catalyst types from USPTO. Task: Predict which catalyst facilitates the given reaction. (1) Reactant: [CH:1]1([C:7]([C:9]2[CH:14]=[CH:13][C:12](F)=[C:11]([N+:16]([O-:18])=[O:17])[CH:10]=2)=[O:8])[CH2:6][CH2:5][CH2:4][CH2:3][CH2:2]1.[NH2:19][CH2:20][CH2:21][C:22]([NH2:24])=[O:23].Cl. Product: [CH:1]1([C:7]([C:9]2[CH:14]=[CH:13][C:12]([NH:19][CH2:20][CH2:21][C:22]([NH2:24])=[O:23])=[C:11]([N+:16]([O-:18])=[O:17])[CH:10]=2)=[O:8])[CH2:6][CH2:5][CH2:4][CH2:3][CH2:2]1. The catalyst class is: 496. (2) Reactant: [Cl:1][C:2]1[CH:7]=[CH:6][CH:5]=[C:4]([CH3:8])[C:3]=1[NH2:9].[Br:10]Br. Product: [BrH:10].[Br:10][C:6]1[CH:5]=[C:4]([CH3:8])[C:3]([NH2:9])=[C:2]([Cl:1])[CH:7]=1. The catalyst class is: 130. (3) Reactant: C1C2C(COC([NH:18][C@@H:19]([C:91]([CH3:94])([CH3:93])[CH3:92])[C:20]([N:22]3[C@H:31]([C:32]([N:34]([CH2:45][C:46]4([C:49]([NH:51][C@@H:52]5[CH2:56][N:55]([C:57](=[O:77])[C@@H:58]([NH:63][C:64](=[O:76])[C@@H:65]([N:67]([CH3:75])[C:68](=[O:74])[O:69][C:70]([CH3:73])([CH3:72])[CH3:71])[CH3:66])[C:59]([CH3:62])([CH3:61])[CH3:60])[C@H:54]([C:78](=[O:90])[NH:79][C@H:80]6[C:89]7[C:84](=[CH:85][CH:86]=[CH:87][CH:88]=7)[CH2:83][CH2:82][CH2:81]6)[CH2:53]5)=[O:50])[CH2:48][CH2:47]4)[C@@H:35]([C:39]4[CH:44]=[CH:43][CH:42]=[CH:41][CH:40]=4)[CH2:36][O:37][CH3:38])=[O:33])[CH2:30][C:29]4[C:24](=[CH:25][CH:26]=[CH:27][CH:28]=4)[CH2:23]3)=[O:21])=O)C3C(=CC=CC=3)C=2C=CC=1.N1CCCCC1. Product: [NH2:18][C@@H:19]([C:91]([CH3:92])([CH3:94])[CH3:93])[C:20]([N:22]1[C@H:31]([C:32]([N:34]([CH2:45][C:46]2([C:49]([NH:51][C@@H:52]3[CH2:56][N:55]([C:57](=[O:77])[C@@H:58]([NH:63][C:64](=[O:76])[C@@H:65]([N:67]([CH3:75])[C:68](=[O:74])[O:69][C:70]([CH3:71])([CH3:72])[CH3:73])[CH3:66])[C:59]([CH3:62])([CH3:61])[CH3:60])[C@H:54]([C:78](=[O:90])[NH:79][C@H:80]4[C:89]5[C:84](=[CH:85][CH:86]=[CH:87][CH:88]=5)[CH2:83][CH2:82][CH2:81]4)[CH2:53]3)=[O:50])[CH2:48][CH2:47]2)[C@@H:35]([C:39]2[CH:44]=[CH:43][CH:42]=[CH:41][CH:40]=2)[CH2:36][O:37][CH3:38])=[O:33])[CH2:30][C:29]2[C:24](=[CH:25][CH:26]=[CH:27][CH:28]=2)[CH2:23]1)=[O:21]. The catalyst class is: 2. (4) Reactant: [CH3:1][C:2]1[S:6][C:5]([NH2:7])=[N:4][CH:3]=1.[C:8](Cl)(Cl)=[O:9].C1(C)C=CC=CC=1.C(N(C(C)C)CC)(C)C.Cl.[F:29][C@@H:30]1[CH2:34][CH2:33][NH:32][CH2:31]1. Product: [F:29][C@@H:30]1[CH2:34][CH2:33][N:32]([C:8]([NH:7][C:5]2[S:6][C:2]([CH3:1])=[CH:3][N:4]=2)=[O:9])[CH2:31]1. The catalyst class is: 4. (5) Reactant: [Br:1][C:2]1[CH:7]=[CH:6][C:5](/[C:8](=[CH:11]/N(C)C)/[CH:9]=O)=[CH:4][CH:3]=1.Cl.[NH2:16][C:17]([NH2:19])=[NH:18].C(=O)([O-])[O-].[K+].[K+]. Product: [Br:1][C:2]1[CH:7]=[CH:6][C:5]([C:8]2[CH:9]=[N:18][C:17]([NH2:19])=[N:16][CH:11]=2)=[CH:4][CH:3]=1. The catalyst class is: 8. (6) Reactant: [F:1][C:2]1[CH:11]=[CH:10][C:9]([O:12][CH2:13][CH2:14][CH3:15])=[C:8]2[C:3]=1[C:4](=[O:23])[C:5]([C:16]1[CH:20]=[CH:19][S:18][C:17]=1[CH:21]=[O:22])=[CH:6][NH:7]2.[BH4-].[Na+].ClCCl. Product: [F:1][C:2]1[CH:11]=[CH:10][C:9]([O:12][CH2:13][CH2:14][CH3:15])=[C:8]2[C:3]=1[C:4](=[O:23])[C:5]([C:16]1[CH:20]=[CH:19][S:18][C:17]=1[CH2:21][OH:22])=[CH:6][NH:7]2. The catalyst class is: 8.